This data is from Reaction yield outcomes from USPTO patents with 853,638 reactions. The task is: Predict the reaction yield, written as a fraction of the theoretical maximum amount of product (1.0 means a 100% yield; for example, 0.34 means a 34% yield). (1) The product is [NH2:15][C:12]1[CH:13]=[CH:14][C:9]([NH:8][C:6]([O:5][C:1]([CH3:4])([CH3:3])[CH3:2])=[O:7])=[C:10]([C:18]#[C:19][C:20]2[CH:21]=[C:22]([NH:26][C:27](=[O:33])[O:28][C:29]([CH3:32])([CH3:31])[CH3:30])[CH:23]=[N:24][CH:25]=2)[CH:11]=1. The catalyst is [Fe].O. The reactants are [C:1]([O:5][C:6]([NH:8][C:9]1[CH:14]=[CH:13][C:12]([N+:15]([O-])=O)=[CH:11][C:10]=1[C:18]#[C:19][C:20]1[CH:21]=[C:22]([NH:26][C:27](=[O:33])[O:28][C:29]([CH3:32])([CH3:31])[CH3:30])[CH:23]=[N:24][CH:25]=1)=[O:7])([CH3:4])([CH3:3])[CH3:2].CO.C(O)(=O)C. The yield is 0.940. (2) The reactants are [C:1]([O:9][C@H:10]1[C@@H:15]([O:16][C:17](=[O:24])[C:18]2[CH:23]=[CH:22][CH:21]=[CH:20][CH:19]=2)[C@H:14]([O:25][C:26](=[O:33])[C:27]2[CH:32]=[CH:31][CH:30]=[CH:29][CH:28]=2)[C@@H:13]([CH2:34][O:35][C:36](=[O:43])[C:37]2[CH:42]=[CH:41][CH:40]=[CH:39][CH:38]=2)[O:12][C@@H:11]1[O:44][C@H:45]1[C@H:50]([O:51][C:52](=[O:59])[C:53]2[CH:58]=[CH:57][CH:56]=[CH:55][CH:54]=2)[C@@H:49]([CH2:60][O:61][C:62](=[O:69])[C:63]2[CH:68]=[CH:67][CH:66]=[CH:65][CH:64]=2)[O:48][C@H:47]([O:70][C@H:71]2[C@H:84]([O:85][C:86](=[O:93])[C:87]3[CH:92]=[CH:91][CH:90]=[CH:89][CH:88]=3)[C@@H:83]([CH2:94][O:95][C:96](=[O:103])[C:97]3[CH:102]=[CH:101][CH:100]=[CH:99][CH:98]=3)[O:82][C@H:73]([O:74]CC3C=CC=CC=3)[C@H:72]2[O:104][C:105](=[O:112])[C:106]2[CH:111]=[CH:110][CH:109]=[CH:108][CH:107]=2)[C@H:46]1[O:113][C:114](=[O:121])[C:115]1[CH:120]=[CH:119][CH:118]=[CH:117][CH:116]=1)(=[O:8])[C:2]1[CH:7]=[CH:6][CH:5]=[CH:4][CH:3]=1. The catalyst is CO.C(Cl)(Cl)Cl.[Pd]. The product is [C:1]([O:9][C@H:10]1[C@@H:15]([O:16][C:17](=[O:24])[C:18]2[CH:19]=[CH:20][CH:21]=[CH:22][CH:23]=2)[C@H:14]([O:25][C:26](=[O:33])[C:27]2[CH:32]=[CH:31][CH:30]=[CH:29][CH:28]=2)[C@@H:13]([CH2:34][O:35][C:36](=[O:43])[C:37]2[CH:38]=[CH:39][CH:40]=[CH:41][CH:42]=2)[O:12][C@@H:11]1[O:44][C@H:45]1[C@H:50]([O:51][C:52](=[O:59])[C:53]2[CH:58]=[CH:57][CH:56]=[CH:55][CH:54]=2)[C@@H:49]([CH2:60][O:61][C:62](=[O:69])[C:63]2[CH:68]=[CH:67][CH:66]=[CH:65][CH:64]=2)[O:48][C@H:47]([O:70][C@H:71]2[C@H:84]([O:85][C:86](=[O:93])[C:87]3[CH:88]=[CH:89][CH:90]=[CH:91][CH:92]=3)[C@@H:83]([CH2:94][O:95][C:96](=[O:103])[C:97]3[CH:102]=[CH:101][CH:100]=[CH:99][CH:98]=3)[O:82][CH:73]([OH:74])[C@H:72]2[O:104][C:105](=[O:112])[C:106]2[CH:107]=[CH:108][CH:109]=[CH:110][CH:111]=2)[C@H:46]1[O:113][C:114](=[O:121])[C:115]1[CH:120]=[CH:119][CH:118]=[CH:117][CH:116]=1)(=[O:8])[C:2]1[CH:3]=[CH:4][CH:5]=[CH:6][CH:7]=1. The yield is 0.930. (3) The reactants are [CH3:1][N:2]1[CH2:7][CH2:6][N:5]([C:8]2[C:16]3[C:11](=[CH:12][C:13]([C:17]([O-:19])=O)=[CH:14][CH:15]=3)[NH:10][N:9]=2)[CH2:4][CH2:3]1.[Li+].C(Cl)CCl.C1C=CC2N(O)N=NC=2C=1.CCN(CC)CC.[CH2:42]([NH2:49])[C:43]1[CH:48]=[CH:47][CH:46]=[CH:45][CH:44]=1. The catalyst is CN(C=O)C.C(OCC)(=O)C. The product is [CH2:42]([NH:49][C:17]([C:13]1[CH:12]=[C:11]2[C:16]([C:8]([N:5]3[CH2:4][CH2:3][N:2]([CH3:1])[CH2:7][CH2:6]3)=[N:9][NH:10]2)=[CH:15][CH:14]=1)=[O:19])[C:43]1[CH:48]=[CH:47][CH:46]=[CH:45][CH:44]=1. The yield is 0.340. (4) The reactants are Cl[CH2:2][C:3]([C:5]1[CH:10]=[CH:9][CH:8]=[C:7]([C@@H:11]([O:18][CH3:19])[CH2:12][CH2:13][CH2:14][CH2:15][CH2:16][CH3:17])[C:6]=1[O:20][CH3:21])=O.[NH2:22][C:23]([NH2:25])=[S:24]. The catalyst is C(O)C. The product is [CH3:21][O:20][C:6]1[C:7]([C@@H:11]([O:18][CH3:19])[CH2:12][CH2:13][CH2:14][CH2:15][CH2:16][CH3:17])=[CH:8][CH:9]=[CH:10][C:5]=1[C:3]1[N:22]=[C:23]([NH2:25])[S:24][CH:2]=1. The yield is 0.320. (5) The reactants are [C:1](O)([C:3](F)(F)F)=[O:2].ClCCl.CCN=C=N[CH2:16][CH2:17][CH2:18][N:19](C)C.[F:22][C:23]1[C:28]([I:29])=[CH:27][CH:26]=[CH:25][C:24]=1[C:30]1[C:34]([C:35]([OH:37])=O)=[C:33]([CH3:38])[O:32][N:31]=1. The catalyst is CN(C1C=CN=CC=1)C.CC(C)=O.ClCCl. The product is [C:3]1([C:1]([NH:19][CH2:18][C@@H:17]2[CH2:16][CH2:33][CH2:34][C@H:30]([NH:31][C:35]([C:34]3[C:30]([C:24]4[CH:25]=[CH:26][CH:27]=[C:28]([I:29])[C:23]=4[F:22])=[N:31][O:32][C:33]=3[CH3:38])=[O:37])[CH2:24]2)=[O:2])[CH:23]=[CH:28][CH:27]=[CH:26][CH:25]=1. The yield is 0.620. (6) The reactants are [CH3:1][C:2]1[CH:7]=[CH:6][C:5]([N+:8]([O-])=O)=[CH:4][C:3]=1[NH:11][C:12]([N:14]=[S:15]([CH3:18])([CH3:17])=[O:16])=[O:13].NC1C=CC(NC(N=S(C)(C)=O)=O)=CC=1. No catalyst specified. The product is [NH2:8][C:5]1[CH:6]=[CH:7][C:2]([CH3:1])=[C:3]([NH:11][C:12]([N:14]=[S:15]([CH3:18])([CH3:17])=[O:16])=[O:13])[CH:4]=1. The yield is 0.960. (7) The reactants are BrP(Br)(C1C=CC=CC=1)(C1C=CC=CC=1)C1C=CC=CC=1.[NH2:22][C:23]1[C:24]([C:30]([NH:32][NH2:33])=[O:31])=[N:25][C:26]([Br:29])=[CH:27][N:28]=1.[Br:34][CH2:35][C:36]1[CH:44]=[CH:43][C:39]([C:40](O)=O)=[CH:38][CH:37]=1.CCN(C(C)C)C(C)C. The catalyst is C(#N)C. The product is [Br:29][C:26]1[N:25]=[C:24]([C:30]2[O:31][C:40]([C:39]3[CH:43]=[CH:44][C:36]([CH2:35][Br:34])=[CH:37][CH:38]=3)=[N:33][N:32]=2)[C:23]([NH2:22])=[N:28][CH:27]=1. The yield is 0.680. (8) The reactants are C(OC([N:8]1[CH2:15][C:14]2[C:10](=[N:11][NH:12][C:13]=2[NH2:16])[CH2:9]1)=O)(C)(C)C.[CH2:17]([CH:19]([C:23](=O)[CH3:24])[C:20](=O)[CH3:21])[CH3:18].Cl. The catalyst is CC(O)=O. The product is [CH2:23]([C:19]1[C:20]([CH3:21])=[N:16][C:13]2[N:12]([N:11]=[C:10]3[CH2:9][NH:8][CH2:15][C:14]3=2)[C:17]=1[CH3:18])[CH3:24]. The yield is 0.940. (9) The reactants are BrC1C=CC(O)=C(C2C=[CH:16][C:15]3[C:10](=[CH:11][CH:12]=[C:13]([C:18]4[N:22]([CH:23]5[CH2:28][CH2:27][CH2:26][CH2:25][CH2:24]5)[C:21]5[CH:29]=[CH:30][C:31]([C:33]([OH:35])=[O:34])=[CH:32][C:20]=5[N:19]=4)[CH:14]=3)[N:9]=2)C=1.C(OC(C1C=CC2N(C3CCCCC3)C(C3C=CC(N)=C(C=O)C=3)=NC=2C=1)=O)C.[Cl:66][C:67]1[CH:72]=[C:71]([O:73][C:74]2[CH:79]=[CH:78][C:77]([Cl:80])=[CH:76][CH:75]=2)[CH:70]=[CH:69][C:68]=1[C:81](=O)[CH3:82].[OH-].[K+]. The catalyst is C(O)C. The product is [Cl:66][C:67]1[CH:72]=[C:71]([O:73][C:74]2[CH:79]=[CH:78][C:77]([Cl:80])=[CH:76][CH:75]=2)[CH:70]=[CH:69][C:68]=1[C:81]1[CH:82]=[CH:16][C:15]2[C:10](=[CH:11][CH:12]=[C:13]([C:18]3[N:22]([CH:23]4[CH2:24][CH2:25][CH2:26][CH2:27][CH2:28]4)[C:21]4[CH:29]=[CH:30][C:31]([C:33]([OH:35])=[O:34])=[CH:32][C:20]=4[N:19]=3)[CH:14]=2)[N:9]=1. The yield is 0.490. (10) The reactants are [O:1]1[C:5]2[CH:6]=[CH:7][CH:8]=[CH:9][C:4]=2[CH:3]=[C:2]1[C:10]1[C:18]2[C:13](=[CH:14][CH:15]=[C:16]([C:19]([OH:21])=O)[CH:17]=2)[N:12](C2CCCCO2)[N:11]=1.F[P-](F)(F)(F)(F)F.[N:35]1(OC(N(C)C)=[N+](C)C)[C:39]2C=CC=CC=2N=N1.CN. No catalyst specified. The product is [O:1]1[C:5]2[CH:6]=[CH:7][CH:8]=[CH:9][C:4]=2[CH:3]=[C:2]1[C:10]1[C:18]2[C:13](=[CH:14][CH:15]=[C:16]([C:19]([NH:35][CH3:39])=[O:21])[CH:17]=2)[NH:12][N:11]=1. The yield is 0.0600.